From a dataset of Reaction yield outcomes from USPTO patents with 853,638 reactions. Predict the reaction yield, written as a fraction of the theoretical maximum amount of product (1.0 means a 100% yield; for example, 0.34 means a 34% yield). (1) The reactants are Br[C:2]1[CH:10]=[CH:9][C:5]([C:6]([OH:8])=[O:7])=[CH:4][C:3]=1[O:11][CH3:12].[Li]CCCC.[CH3:18][C:19]([CH3:21])=[O:20].Cl. The catalyst is C1COCC1.[OH-].[Na+]. The yield is 0.340. The product is [OH:20][C:19]([C:2]1[CH:10]=[CH:9][C:5]([C:6]([OH:8])=[O:7])=[CH:4][C:3]=1[O:11][CH3:12])([CH3:21])[CH3:18]. (2) The reactants are [NH2:1][C:2]1[CH:7]=[C:6]([Cl:8])[CH:5]=[CH:4][C:3]=1[SH:9].Br[CH2:11][C:12]1[CH:17]=[CH:16][CH:15]=[CH:14][CH:13]=1.C([O-])([O-])=O.[K+].[K+]. The catalyst is CN(C=O)C. The product is [CH2:11]([S:9][C:3]1[CH:4]=[CH:5][C:6]([Cl:8])=[CH:7][C:2]=1[NH2:1])[C:12]1[CH:17]=[CH:16][CH:15]=[CH:14][CH:13]=1. The yield is 1.00. (3) The reactants are [NH2:1][CH2:2][C:3]([CH3:7])([CH3:6])[CH2:4][OH:5].[CH2:8]([N:10]=[C:11]=[O:12])[CH3:9]. The catalyst is O1CCOCC1. The product is [CH2:8]([NH:10][C:11]([NH:1][CH2:2][C:3]([CH3:7])([CH3:6])[CH2:4][OH:5])=[O:12])[CH3:9]. The yield is 1.00. (4) The reactants are CI.[C:3]([C:5]1[CH:10]=[CH:9][CH:8]=[CH:7][C:6]=1[C:11]1[CH:16]=[CH:15][C:14]([CH2:17][NH:18][C:19]2[C:29]([NH:30][C:31]([NH:33][CH2:34][CH3:35])=S)=[CH:28][CH:27]=[CH:26][C:20]=2[C:21]([O:23][CH2:24][CH3:25])=[O:22])=[CH:13][CH:12]=1)#[N:4].Cl. The catalyst is C(O)C. The product is [C:3]([C:5]1[CH:10]=[CH:9][CH:8]=[CH:7][C:6]=1[C:11]1[CH:16]=[CH:15][C:14]([CH2:17][N:18]2[C:19]3[C:20]([C:21]([O:23][CH2:24][CH3:25])=[O:22])=[CH:26][CH:27]=[CH:28][C:29]=3[N:30]=[C:31]2[NH:33][CH2:34][CH3:35])=[CH:13][CH:12]=1)#[N:4]. The yield is 0.580. (5) The reactants are C(S([NH:7][C:8]([CH:18]1[CH2:20][CH2:19]1)([CH3:17])[CH2:9][C:10]([O:12][C:13]([CH3:16])([CH3:15])[CH3:14])=[O:11])=O)(C)(C)C.O1CCOCC1. The catalyst is Cl.C(OCC)(=O)C. The product is [NH2:7][C:8]([CH:18]1[CH2:19][CH2:20]1)([CH3:17])[CH2:9][C:10]([O:12][C:13]([CH3:16])([CH3:14])[CH3:15])=[O:11]. The yield is 0.850. (6) The reactants are [C:1]([O:5][C:6]([N:8]1[C:17]2[C:12](=[CH:13][CH:14]=[C:15]([N+:18]([O-])=O)[CH:16]=2)[C:11]([CH3:22])([CH3:21])[CH2:10][CH2:9]1)=[O:7])([CH3:4])([CH3:3])[CH3:2]. The catalyst is CO.[Pd]. The product is [NH2:18][C:15]1[CH:16]=[C:17]2[C:12]([C:11]([CH3:22])([CH3:21])[CH2:10][CH2:9][N:8]2[C:6]([O:5][C:1]([CH3:4])([CH3:3])[CH3:2])=[O:7])=[CH:13][CH:14]=1. The yield is 0.950. (7) The reactants are [C:1]1([CH3:8])[C:6]([OH:7])=[CH:5][CH:4]=[CH:3][CH:2]=1.[H-].[Na+].CS(O[CH:16]1[CH2:19][N:18]([C:20](=[O:27])[C:21]2[CH:26]=[CH:25][CH:24]=[CH:23][CH:22]=2)[CH2:17]1)(=O)=O. The catalyst is CN(C=O)C. The product is [C:21]1([C:20]([N:18]2[CH2:19][CH:16]([O:7][C:6]3[CH:5]=[CH:4][CH:3]=[CH:2][C:1]=3[CH3:8])[CH2:17]2)=[O:27])[CH:22]=[CH:23][CH:24]=[CH:25][CH:26]=1. The yield is 0.350. (8) The reactants are [CH2:1]([C:3]1[CH:4]=[CH:5][CH:6]=[C:7]2[C:11]=1[NH:10][CH:9]=[CH:8]2)[CH3:2].[Al](Cl)(CC)CC.[C:18](Cl)([CH3:20])=[O:19].C([O-])([O-])=O.[Cs+].[Cs+].[Cl:28][CH2:29][CH2:30][CH2:31]I. The catalyst is C(Cl)Cl.CC#N. The product is [Cl:28][CH2:29][CH2:30][CH2:31][N:10]1[C:11]2[C:7](=[CH:6][CH:5]=[CH:4][C:3]=2[CH2:1][CH3:2])[C:8]([C:18](=[O:19])[CH3:20])=[CH:9]1. The yield is 0.600.